This data is from NCI-60 drug combinations with 297,098 pairs across 59 cell lines. The task is: Regression. Given two drug SMILES strings and cell line genomic features, predict the synergy score measuring deviation from expected non-interaction effect. (1) Drug 1: C#CCC(CC1=CN=C2C(=N1)C(=NC(=N2)N)N)C3=CC=C(C=C3)C(=O)NC(CCC(=O)O)C(=O)O. Drug 2: CN(CC1=CN=C2C(=N1)C(=NC(=N2)N)N)C3=CC=C(C=C3)C(=O)NC(CCC(=O)O)C(=O)O. Cell line: DU-145. Synergy scores: CSS=49.5, Synergy_ZIP=9.78, Synergy_Bliss=6.53, Synergy_Loewe=6.26, Synergy_HSA=6.56. (2) Drug 1: CN(C)C1=NC(=NC(=N1)N(C)C)N(C)C. Drug 2: C1CCC(C(C1)N)N.C(=O)(C(=O)[O-])[O-].[Pt+4]. Cell line: SW-620. Synergy scores: CSS=34.4, Synergy_ZIP=5.18, Synergy_Bliss=4.57, Synergy_Loewe=-58.4, Synergy_HSA=2.23. (3) Drug 1: CS(=O)(=O)C1=CC(=C(C=C1)C(=O)NC2=CC(=C(C=C2)Cl)C3=CC=CC=N3)Cl. Drug 2: C1C(C(OC1N2C=NC(=NC2=O)N)CO)O. Cell line: SK-MEL-5. Synergy scores: CSS=3.00, Synergy_ZIP=-0.0474, Synergy_Bliss=0.358, Synergy_Loewe=-13.8, Synergy_HSA=-6.10. (4) Drug 1: COC1=CC(=CC(=C1O)OC)C2C3C(COC3=O)C(C4=CC5=C(C=C24)OCO5)OC6C(C(C7C(O6)COC(O7)C8=CC=CS8)O)O. Drug 2: CC1C(C(CC(O1)OC2CC(CC3=C2C(=C4C(=C3O)C(=O)C5=C(C4=O)C(=CC=C5)OC)O)(C(=O)C)O)N)O.Cl. Cell line: M14. Synergy scores: CSS=26.6, Synergy_ZIP=-6.84, Synergy_Bliss=-3.63, Synergy_Loewe=-7.00, Synergy_HSA=-2.97. (5) Drug 2: CC1C(C(=O)NC(C(=O)N2CCCC2C(=O)N(CC(=O)N(C(C(=O)O1)C(C)C)C)C)C(C)C)NC(=O)C3=C4C(=C(C=C3)C)OC5=C(C(=O)C(=C(C5=N4)C(=O)NC6C(OC(=O)C(N(C(=O)CN(C(=O)C7CCCN7C(=O)C(NC6=O)C(C)C)C)C)C(C)C)C)N)C. Drug 1: COC1=CC(=CC(=C1O)OC)C2C3C(COC3=O)C(C4=CC5=C(C=C24)OCO5)OC6C(C(C7C(O6)COC(O7)C8=CC=CS8)O)O. Cell line: OVCAR-4. Synergy scores: CSS=8.62, Synergy_ZIP=3.87, Synergy_Bliss=7.08, Synergy_Loewe=6.56, Synergy_HSA=6.60. (6) Drug 1: CN(C)N=NC1=C(NC=N1)C(=O)N. Drug 2: CC12CCC3C(C1CCC2OP(=O)(O)O)CCC4=C3C=CC(=C4)OC(=O)N(CCCl)CCCl.[Na+]. Cell line: MCF7. Synergy scores: CSS=-6.19, Synergy_ZIP=2.95, Synergy_Bliss=0.327, Synergy_Loewe=-8.85, Synergy_HSA=-7.68.